This data is from Catalyst prediction with 721,799 reactions and 888 catalyst types from USPTO. The task is: Predict which catalyst facilitates the given reaction. (1) Reactant: [CH3:1][C:2]1[CH:3]=[C:4]([NH:9][C:10](=[O:12])[CH3:11])[CH:5]=[C:6]([CH3:8])[CH:7]=1.[Cl:13][S:14](O)(=[O:16])=[O:15]. Product: [C:10]([NH:9][C:4]1[CH:5]=[C:6]([CH3:8])[C:7]([S:14]([Cl:13])(=[O:16])=[O:15])=[C:2]([CH3:1])[CH:3]=1)(=[O:12])[CH3:11]. The catalyst class is: 175. (2) Reactant: Cl[CH2:2][C:3](=O)[CH3:4].[C:6]([C@@H:9]1[CH2:13][CH2:12][CH2:11][N:10]1[C:14]([O:16][CH2:17][C:18]1[CH:23]=[CH:22][CH:21]=[CH:20][CH:19]=1)=[O:15])(=[S:8])[NH2:7]. Product: [CH3:4][C:3]1[N:7]=[C:6]([C@@H:9]2[CH2:13][CH2:12][CH2:11][N:10]2[C:14]([O:16][CH2:17][C:18]2[CH:23]=[CH:22][CH:21]=[CH:20][CH:19]=2)=[O:15])[S:8][CH:2]=1. The catalyst class is: 22. (3) The catalyst class is: 18. Reactant: [NH2:1][C:2]1[C:3]([C:24]#[N:25])=[N:4][C:5]([C:14]2[CH:19]=[CH:18][C:17](=[O:20])[N:16]([CH:21]([CH3:23])[CH3:22])[N:15]=2)=[C:6]([C:8]2[CH:13]=[CH:12][CH:11]=[CH:10][CH:9]=2)[N:7]=1.C(N)(=[S:28])C.Cl.O1CCOCC1. Product: [NH2:1][C:2]1[C:3]([C:24](=[S:28])[NH2:25])=[N:4][C:5]([C:14]2[CH:19]=[CH:18][C:17](=[O:20])[N:16]([CH:21]([CH3:23])[CH3:22])[N:15]=2)=[C:6]([C:8]2[CH:9]=[CH:10][CH:11]=[CH:12][CH:13]=2)[N:7]=1. (4) Reactant: [F:1][C:2]1[CH:3]=[CH:4][C:5]([N+:11]([O-:13])=[O:12])=[C:6]([CH:10]=1)[C:7](O)=[O:8].CO. Product: [F:1][C:2]1[CH:3]=[CH:4][C:5]([N+:11]([O-:13])=[O:12])=[C:6]([CH2:7][OH:8])[CH:10]=1. The catalyst class is: 1.